From a dataset of Catalyst prediction with 721,799 reactions and 888 catalyst types from USPTO. Predict which catalyst facilitates the given reaction. (1) Reactant: Cl[CH2:2][C:3]1[CH:22]=[CH:21][C:6]([O:7][CH2:8][C:9]2[N:10]=[C:11]([C:15]3[CH:20]=[CH:19][CH:18]=[CH:17][CH:16]=3)[O:12][C:13]=2[CH3:14])=[CH:5][CH:4]=1.[CH2:23]([O:25][C:26]1[CH:31]=[CH:30][C:29]([OH:32])=[CH:28][C:27]=1[CH2:33][CH2:34][C:35]([O:37][CH2:38][CH3:39])=[O:36])[CH3:24].C(=O)([O-])[O-].[K+].[K+].CN(C)C=O. Product: [CH2:23]([O:25][C:26]1[CH:31]=[CH:30][C:29]([O:32][CH2:2][C:3]2[CH:22]=[CH:21][C:6]([O:7][CH2:8][C:9]3[N:10]=[C:11]([C:15]4[CH:20]=[CH:19][CH:18]=[CH:17][CH:16]=4)[O:12][C:13]=3[CH3:14])=[CH:5][CH:4]=2)=[CH:28][C:27]=1[CH2:33][CH2:34][C:35]([O:37][CH2:38][CH3:39])=[O:36])[CH3:24]. The catalyst class is: 6. (2) Reactant: [Br:1][C:2]1[C:3]([CH3:9])=[C:4]([CH:6]=[CH:7][CH:8]=1)[NH2:5].C(=O)(O)[O-].[Na+].Br[CH2:16][C:17]([C:19]1[CH:24]=[CH:23][CH:22]=[CH:21][CH:20]=1)=[O:18]. Product: [Br:1][C:2]1[C:3]([CH3:9])=[C:4]([NH:5][CH2:16][C:17]([C:19]2[CH:24]=[CH:23][CH:22]=[CH:21][CH:20]=2)=[O:18])[CH:6]=[CH:7][CH:8]=1. The catalyst class is: 10. (3) Reactant: C([N:5]([CH2:9][CH2:10][C:11]1[CH:16]=[CH:15][C:14]([C:17]#[N:18])=[CH:13][CH:12]=1)[C:6](=[O:8])[OH:7])(C)(C)C.NC[CH2:21][C:22]1[CH:29]=CC(C#N)=C[CH:23]=1.C(O)(C(F)(F)F)=O. Product: [C:17]([C:14]1[CH:13]=[CH:12][C:11]([CH2:10][CH2:9][NH:5][C:6](=[O:8])[O:7][C:22]([CH3:29])([CH3:23])[CH3:21])=[CH:16][CH:15]=1)#[N:18]. The catalyst class is: 2. (4) Reactant: C(OC(=O)[NH:7][C@H:8]([CH2:24][OH:25])[CH2:9][CH2:10][N:11]1[CH2:14][CH:13]([S:15]([C:17]2[CH:22]=[CH:21][C:20]([Cl:23])=[CH:19][CH:18]=2)=[O:16])[CH2:12]1)(C)(C)C.FC(F)(F)C(O)=O. Product: [NH2:7][C@@H:8]([CH2:9][CH2:10][N:11]1[CH2:12][CH:13]([S:15]([C:17]2[CH:18]=[CH:19][C:20]([Cl:23])=[CH:21][CH:22]=2)=[O:16])[CH2:14]1)[CH2:24][OH:25]. The catalyst class is: 4. (5) Reactant: [H-].[Na+].[CH2:3]([OH:10])[C:4]1[CH:9]=[CH:8][CH:7]=[CH:6][CH:5]=1.Cl[C:12]1[CH:17]=[C:16]([C:18]2[CH:23]=[CH:22][CH:21]=[C:20]([C:24]([F:27])([F:26])[F:25])[CH:19]=2)[N:15]=[C:14]([S:28][CH3:29])[N:13]=1. Product: [CH2:3]([O:10][C:12]1[CH:17]=[C:16]([C:18]2[CH:23]=[CH:22][CH:21]=[C:20]([C:24]([F:27])([F:26])[F:25])[CH:19]=2)[N:15]=[C:14]([S:28][CH3:29])[N:13]=1)[C:4]1[CH:9]=[CH:8][CH:7]=[CH:6][CH:5]=1. The catalyst class is: 7.